This data is from Full USPTO retrosynthesis dataset with 1.9M reactions from patents (1976-2016). The task is: Predict the reactants needed to synthesize the given product. (1) Given the product [NH:50]1[C:58]2[C:53](=[C:54]([C:59]3[CH:67]=[C:66]4[C:62]([CH:63]=[N:64][NH:65]4)=[C:61]([NH:68][C:37]([C:35]4[C:34]([CH3:40])=[N:33][N:32]([C:30]([O:29][C:26]([CH3:25])([CH3:27])[CH3:28])=[O:31])[CH:36]=4)=[O:39])[CH:60]=3)[CH:55]=[CH:56][CH:57]=2)[CH:52]=[CH:51]1, predict the reactants needed to synthesize it. The reactants are: CN(C(ON1N=NC2C=CC=NC1=2)=[N+](C)C)C.F[P-](F)(F)(F)(F)F.[CH3:25][C:26]([O:29][C:30]([N:32]1[CH:36]=[C:35]([C:37]([OH:39])=O)[C:34]([CH3:40])=[N:33]1)=[O:31])([CH3:28])[CH3:27].CCN(C(C)C)C(C)C.[NH:50]1[C:58]2[C:53](=[C:54]([C:59]3[CH:60]=[C:61]([NH2:68])[C:62]4[CH:63]=[N:64][NH:65][C:66]=4[CH:67]=3)[CH:55]=[CH:56][CH:57]=2)[CH:52]=[CH:51]1. (2) Given the product [C:24]([O:15][CH:12]1[CH2:13][CH2:14][CH:9]([NH:8][C:6]([O:5][C:1]([CH3:4])([CH3:3])[CH3:2])=[O:7])[CH:10]([NH:16][C:17]([O:19][C:20]([CH3:23])([CH3:22])[CH3:21])=[O:18])[CH2:11]1)(=[O:26])[CH3:25], predict the reactants needed to synthesize it. The reactants are: [C:1]([O:5][C:6]([NH:8][C@@H:9]1[CH2:14][CH2:13][CH:12]([OH:15])[CH2:11][C@@H:10]1[NH:16][C:17]([O:19][C:20]([CH3:23])([CH3:22])[CH3:21])=[O:18])=[O:7])([CH3:4])([CH3:3])[CH3:2].[C:24](OC(=O)C)(=[O:26])[CH3:25].Cl.C(OCC)(=O)C. (3) Given the product [N:1]1[CH:6]=[CH:5][CH:4]=[CH:3][C:2]=1[CH2:7][C:8]([N:10]1[C:18]2[C:13](=[CH:14][C:15]([NH:19][C:20]([C:22]3[CH:27]=[CH:26][CH:25]=[CH:24][C:23]=3[C:28]3[CH:29]=[CH:30][C:31]([C:34]([O:36][CH2:50][O:49][C:43](=[O:48])[C:44]([CH3:47])([CH3:46])[CH3:45])=[O:35])=[CH:32][CH:33]=3)=[O:21])=[CH:16][CH:17]=2)[CH2:12][CH2:11]1)=[O:9], predict the reactants needed to synthesize it. The reactants are: [N:1]1[CH:6]=[CH:5][CH:4]=[CH:3][C:2]=1[CH2:7][C:8]([N:10]1[C:18]2[C:13](=[CH:14][C:15]([NH:19][C:20]([C:22]3[CH:27]=[CH:26][CH:25]=[CH:24][C:23]=3[C:28]3[CH:33]=[CH:32][C:31]([C:34]([OH:36])=[O:35])=[CH:30][CH:29]=3)=[O:21])=[CH:16][CH:17]=2)[CH2:12][CH2:11]1)=[O:9].C(=O)([O-])[O-].[K+].[K+].[C:43]([O:49][CH2:50]Cl)(=[O:48])[C:44]([CH3:47])([CH3:46])[CH3:45].O. (4) Given the product [F:48][C:44]1[C:43]([C:2]2[N:3]=[C:4]([N:26]3[CH2:31][CH2:30][O:29][CH2:28][CH2:27]3)[C:5]3[N:11]=[C:10]([CH2:12][CH:13]4[CH2:18][CH2:17][N:16]([C:19]([O:21][C:22]([CH3:25])([CH3:24])[CH3:23])=[O:20])[CH2:15][CH2:14]4)[CH:9]=[CH:8][C:6]=3[N:7]=2)=[C:42]2[C:47](=[CH:46][CH:45]=1)[NH:39][CH:40]=[CH:41]2, predict the reactants needed to synthesize it. The reactants are: Cl[C:2]1[N:3]=[C:4]([N:26]2[CH2:31][CH2:30][O:29][CH2:28][CH2:27]2)[C:5]2[N:11]=[C:10]([CH2:12][CH:13]3[CH2:18][CH2:17][N:16]([C:19]([O:21][C:22]([CH3:25])([CH3:24])[CH3:23])=[O:20])[CH2:15][CH2:14]3)[CH:9]=[CH:8][C:6]=2[N:7]=1.[Si]([N:39]1[C:47]2[C:42](=[C:43](B3OC(C)(C)C(C)(C)O3)[C:44]([F:48])=[CH:45][CH:46]=2)[CH:41]=[CH:40]1)(C(C)(C)C)(C)C. (5) Given the product [C:1]([C:5]1[N:10]=[C:9]([O:23][C:16]2[C:17]([CH3:22])=[CH:18][C:19]([CH3:21])=[CH:20][C:15]=2[CH3:14])[C:8]([C:12]#[N:13])=[CH:7][CH:6]=1)([CH3:4])([CH3:3])[CH3:2], predict the reactants needed to synthesize it. The reactants are: [C:1]([C:5]1[N:10]=[C:9](Cl)[C:8]([C:12]#[N:13])=[CH:7][CH:6]=1)([CH3:4])([CH3:3])[CH3:2].[CH3:14][C:15]1[CH:20]=[C:19]([CH3:21])[CH:18]=[C:17]([CH3:22])[C:16]=1[OH:23].C([O-])([O-])=O.[K+].[K+].CN(C)C=O. (6) Given the product [Cl:15][C:11]1[CH:10]=[C:9]([O:8][C:5]2[N:6]=[CH:7][C:2]([NH:19][C:16](=[O:18])[CH3:17])=[N:3][CH:4]=2)[CH:14]=[CH:13][N:12]=1, predict the reactants needed to synthesize it. The reactants are: Br[C:2]1[CH:7]=[N:6][C:5]([O:8][C:9]2[CH:14]=[CH:13][N:12]=[C:11]([Cl:15])[CH:10]=2)=[CH:4][N:3]=1.[C:16]([NH2:19])(=[O:18])[CH3:17].C([O-])([O-])=O.[Cs+].[Cs+].CC(C1C=C(C(C)C)C(C2C=CC=CC=2P(C2CCCCC2)C2CCCCC2)=C(C(C)C)C=1)C.